From a dataset of NCI-60 drug combinations with 297,098 pairs across 59 cell lines. Regression. Given two drug SMILES strings and cell line genomic features, predict the synergy score measuring deviation from expected non-interaction effect. (1) Drug 1: CC1=C(C=C(C=C1)C(=O)NC2=CC(=CC(=C2)C(F)(F)F)N3C=C(N=C3)C)NC4=NC=CC(=N4)C5=CN=CC=C5. Drug 2: CC12CCC3C(C1CCC2OP(=O)(O)O)CCC4=C3C=CC(=C4)OC(=O)N(CCCl)CCCl.[Na+]. Cell line: NCI-H522. Synergy scores: CSS=16.3, Synergy_ZIP=-3.05, Synergy_Bliss=2.72, Synergy_Loewe=-1.94, Synergy_HSA=-1.66. (2) Drug 1: C1=CC(=CC=C1CC(C(=O)O)N)N(CCCl)CCCl.Cl. Cell line: RPMI-8226. Synergy scores: CSS=39.1, Synergy_ZIP=0.275, Synergy_Bliss=5.40, Synergy_Loewe=-4.37, Synergy_HSA=4.45. Drug 2: CC1CCC2CC(C(=CC=CC=CC(CC(C(=O)C(C(C(=CC(C(=O)CC(OC(=O)C3CCCCN3C(=O)C(=O)C1(O2)O)C(C)CC4CCC(C(C4)OC)OCCO)C)C)O)OC)C)C)C)OC. (3) Drug 2: CC(C1=C(C=CC(=C1Cl)F)Cl)OC2=C(N=CC(=C2)C3=CN(N=C3)C4CCNCC4)N. Synergy scores: CSS=39.2, Synergy_ZIP=4.70, Synergy_Bliss=9.95, Synergy_Loewe=2.02, Synergy_HSA=10.4. Cell line: MALME-3M. Drug 1: CC1=C2C(C(=O)C3(C(CC4C(C3C(C(C2(C)C)(CC1OC(=O)C(C(C5=CC=CC=C5)NC(=O)OC(C)(C)C)O)O)OC(=O)C6=CC=CC=C6)(CO4)OC(=O)C)OC)C)OC. (4) Drug 1: CC1CCC2CC(C(=CC=CC=CC(CC(C(=O)C(C(C(=CC(C(=O)CC(OC(=O)C3CCCCN3C(=O)C(=O)C1(O2)O)C(C)CC4CCC(C(C4)OC)OCCO)C)C)O)OC)C)C)C)OC. Drug 2: CC(C)(C#N)C1=CC(=CC(=C1)CN2C=NC=N2)C(C)(C)C#N. Cell line: SK-MEL-5. Synergy scores: CSS=1.91, Synergy_ZIP=-0.226, Synergy_Bliss=0.617, Synergy_Loewe=-0.713, Synergy_HSA=-1.69. (5) Drug 1: C1=CC(=CC=C1CCCC(=O)O)N(CCCl)CCCl. Synergy scores: CSS=41.8, Synergy_ZIP=-4.29, Synergy_Bliss=-7.59, Synergy_Loewe=-19.7, Synergy_HSA=-8.02. Cell line: MOLT-4. Drug 2: CC(C)NC(=O)C1=CC=C(C=C1)CNNC.Cl.